Dataset: CYP3A4 inhibition data for predicting drug metabolism from PubChem BioAssay. Task: Regression/Classification. Given a drug SMILES string, predict its absorption, distribution, metabolism, or excretion properties. Task type varies by dataset: regression for continuous measurements (e.g., permeability, clearance, half-life) or binary classification for categorical outcomes (e.g., BBB penetration, CYP inhibition). Dataset: cyp3a4_veith. (1) The compound is Cc1cc(C)nc(N2CCC(C(=O)NCCc3ccc(F)cc3)CC2)n1. The result is 0 (non-inhibitor). (2) The compound is Cc1[nH]n(-c2ccccc2)c(=O)c1CCOC(=O)c1cccc(C(F)(F)F)c1. The result is 1 (inhibitor). (3) The molecule is CCCn1nc2cc(C(=O)NCCCCc3ccccc3)ccc2c1OCC. The result is 1 (inhibitor). (4) The molecule is CC1CCN(S(=O)(=O)c2ccc3c(c2)C(=NO)c2cc(S(=O)(=O)N4CCC(C)CC4)ccc2-3)CC1. The result is 0 (non-inhibitor). (5) The drug is CCCC1CCC2(C)C3=C(CCC3)CC[N+]2(C)C1.[I-]. The result is 0 (non-inhibitor). (6) The compound is CCC(C)c1ccc(Nc2ncccc2C#N)cc1. The result is 0 (non-inhibitor). (7) The drug is Cc1ccccc1-c1cc(C(=O)Nc2nc3c(s2)CCCC3)c2ccccc2n1. The result is 1 (inhibitor).